From a dataset of Reaction yield outcomes from USPTO patents with 853,638 reactions. Predict the reaction yield, written as a fraction of the theoretical maximum amount of product (1.0 means a 100% yield; for example, 0.34 means a 34% yield). The reactants are [O:1]=[S:2]1(=[O:39])[C:8]2[CH:9]=[CH:10][CH:11]=[CH:12][C:7]=2[CH2:6][N:5]([C:13]2[CH:22]=[C:21]([NH:23][C:24]([CH:26]3[CH2:30][CH2:29][CH2:28][N:27]3C(OC(C)(C)C)=O)=[O:25])[C:20]3[C:15](=[CH:16][CH:17]=[C:18]([CH3:38])[CH:19]=3)[N:14]=2)[CH2:4][CH2:3]1.Cl. The catalyst is C(OCC)(=O)C. The product is [O:39]=[S:2]1(=[O:1])[C:8]2[CH:9]=[CH:10][CH:11]=[CH:12][C:7]=2[CH2:6][N:5]([C:13]2[CH:22]=[C:21]([NH:23][C:24](=[O:25])[C@@H:26]3[CH2:30][CH2:29][CH2:28][NH:27]3)[C:20]3[C:15](=[CH:16][CH:17]=[C:18]([CH3:38])[CH:19]=3)[N:14]=2)[CH2:4][CH2:3]1. The yield is 0.480.